This data is from Catalyst prediction with 721,799 reactions and 888 catalyst types from USPTO. The task is: Predict which catalyst facilitates the given reaction. Reactant: [C:1]1([S:7]([N:10]2[C:14]3=[N:15][CH:16]=[CH:17][CH:18]=[C:13]3[C:12]([C:19]3[CH:24]=[CH:23][C:22]([O:25][CH3:26])=[C:21]([O:27]CC4C=CC=CC=4)[CH:20]=3)=[CH:11]2)(=[O:9])=[O:8])[CH:6]=[CH:5][CH:4]=[CH:3][CH:2]=1.O1CCCC1.CO.Cl. Product: [C:1]1([S:7]([N:10]2[C:14]3=[N:15][CH:16]=[CH:17][CH:18]=[C:13]3[C:12]([C:19]3[CH:24]=[CH:23][C:22]([O:25][CH3:26])=[C:21]([OH:27])[CH:20]=3)=[CH:11]2)(=[O:9])=[O:8])[CH:2]=[CH:3][CH:4]=[CH:5][CH:6]=1. The catalyst class is: 45.